Predict which catalyst facilitates the given reaction. From a dataset of Catalyst prediction with 721,799 reactions and 888 catalyst types from USPTO. (1) Reactant: [N+:1]([C:4]1[CH:9]=[C:8]([O:10][C:11]2[C:20]3[C:15](=[CH:16][CH:17]=[CH:18][CH:19]=3)[N:14]=[CH:13][CH:12]=2)[CH:7]=[CH:6][C:5]=1[OH:21])([O-])=O.CC(O)=O. Product: [NH2:1][C:4]1[CH:9]=[C:8]([O:10][C:11]2[C:20]3[C:15](=[CH:16][CH:17]=[CH:18][CH:19]=3)[N:14]=[CH:13][CH:12]=2)[CH:7]=[CH:6][C:5]=1[OH:21]. The catalyst class is: 324. (2) Reactant: [CH3:1][O:2][C:3](=[O:15])[C:4]1[CH:13]=[CH:12][C:11]2[C:6](=[C:7]([OH:14])[CH:8]=[CH:9][CH:10]=2)[N:5]=1.[C:16]([O:20][C:21](=[O:28])[CH2:22][CH2:23][CH2:24][CH2:25][CH2:26]Br)([CH3:19])([CH3:18])[CH3:17].C(=O)([O-])[O-].[K+].[K+]. Product: [C:16]([O:20][C:21](=[O:28])[CH2:22][CH2:23][CH2:24][CH2:25][CH2:26][O:14][C:7]1[CH:8]=[CH:9][CH:10]=[C:11]2[C:6]=1[N:5]=[C:4]([C:3]([O:2][CH3:1])=[O:15])[CH:13]=[CH:12]2)([CH3:19])([CH3:18])[CH3:17]. The catalyst class is: 3. (3) Reactant: C[O:2][C:3]1[CH:8]=[CH:7][CH:6]=[CH:5][C:4]=1[S:9][CH2:10][CH2:11][CH2:12][CH2:13][CH2:14][CH2:15][CH2:16][C:17]([OH:19])=[O:18].B(Br)(Br)Br. Product: [OH:2][C:3]1[CH:8]=[CH:7][CH:6]=[CH:5][C:4]=1[S:9][CH2:10][CH2:11][CH2:12][CH2:13][CH2:14][CH2:15][CH2:16][C:17]([OH:19])=[O:18]. The catalyst class is: 2. (4) Reactant: [Br:1][C:2]1[CH:21]=[CH:20][C:5]([O:6][C:7]2[N:14]=[C:13]([N:15]([CH2:17][CH2:18][OH:19])C)[CH:12]=[CH:11][C:8]=2[C:9]#[N:10])=[CH:4][C:3]=1[CH:22]=[O:23].[C:24]([Si:28](Cl)([CH3:30])[CH3:29])([CH3:27])([CH3:26])[CH3:25].CCN(CC)CC. The catalyst class is: 230. Product: [Br:1][C:2]1[CH:21]=[CH:20][C:5]([O:6][C:7]2[N:14]=[C:13]([NH:15][CH2:17][CH2:18][O:19][Si:28]([C:24]([CH3:27])([CH3:26])[CH3:25])([CH3:30])[CH3:29])[CH:12]=[CH:11][C:8]=2[C:9]#[N:10])=[CH:4][C:3]=1[CH:22]=[O:23]. (5) Reactant: [C:1]([O:4][CH2:5][C:6]([C:8]1[CH:13]=[CH:12][CH:11]=[C:10]([N+:14]([O-:16])=[O:15])[CH:9]=1)=[O:7])(=[O:3])[CH3:2].[BH4-].[Na+].O. Product: [C:1]([O:4][CH2:5][CH:6]([OH:7])[C:8]1[CH:13]=[CH:12][CH:11]=[C:10]([N+:14]([O-:16])=[O:15])[CH:9]=1)(=[O:3])[CH3:2]. The catalyst class is: 5. (6) Reactant: [CH2:1]([N:8]1[CH2:16][CH:15]2[CH:10]([NH:11][CH2:12][CH2:13][CH2:14]2)[CH2:9]1)[C:2]1[CH:7]=[CH:6][CH:5]=[CH:4][CH:3]=1.[H-].[Na+].I[CH2:20][CH3:21]. Product: [CH2:1]([N:8]1[CH2:16][CH:15]2[CH:10]([N:11]([CH2:20][CH3:21])[CH2:12][CH2:13][CH2:14]2)[CH2:9]1)[C:2]1[CH:3]=[CH:4][CH:5]=[CH:6][CH:7]=1. The catalyst class is: 1. (7) Reactant: [C:1]([O-:4])(=[S:3])[CH3:2].[Na+].[CH2:6]([O:13][C:14]([N:16]1[CH2:20][C@H:19](OS(C2C=CC(C)=CC=2)(=O)=O)[CH2:18][C@H:17]1[CH2:32][O:33][Si:34]([C:37]([CH3:40])([CH3:39])[CH3:38])([CH3:36])[CH3:35])=[O:15])[C:7]1[CH:12]=[CH:11][CH:10]=[CH:9][CH:8]=1.O. Product: [CH2:6]([O:13][C:14]([N:16]1[CH2:20][C@@H:19]([S:3][C:1](=[O:4])[CH3:2])[CH2:18][C@H:17]1[CH2:32][O:33][Si:34]([C:37]([CH3:40])([CH3:39])[CH3:38])([CH3:35])[CH3:36])=[O:15])[C:7]1[CH:8]=[CH:9][CH:10]=[CH:11][CH:12]=1. The catalyst class is: 9. (8) Reactant: [OH:1][C:2]1[CH:16]=[CH:15][C:5]2[N:6]=[C:7]([NH:9][C:10]([CH:12]3[CH2:14][CH2:13]3)=[O:11])[S:8][C:4]=2[CH:3]=1.F[C:18]1[CH:23]=[CH:22][C:21]([N+:24]([O-:26])=[O:25])=[CH:20][C:19]=1[F:27].C(=O)([O-])[O-].[Cs+].[Cs+].O. Product: [F:27][C:19]1[CH:20]=[C:21]([N+:24]([O-:26])=[O:25])[CH:22]=[CH:23][C:18]=1[O:1][C:2]1[CH:16]=[CH:15][C:5]2[N:6]=[C:7]([NH:9][C:10]([CH:12]3[CH2:13][CH2:14]3)=[O:11])[S:8][C:4]=2[CH:3]=1. The catalyst class is: 16.